From a dataset of Forward reaction prediction with 1.9M reactions from USPTO patents (1976-2016). Predict the product of the given reaction. (1) The product is: [F:1][C:2]1[CH:3]=[C:4]2[C:8](=[CH:9][CH:10]=1)[NH:7][C:6](=[O:11])[C:5]2=[C:30]1[O:29][CH:28]([C:22]2[CH:27]=[CH:26][CH:25]=[CH:24][CH:23]=2)[C:32]2[S:33][CH:34]=[CH:35][C:31]1=2. Given the reactants [F:1][C:2]1[CH:3]=[C:4]2[C:8](=[CH:9][CH:10]=1)[NH:7][C:6](=[O:11])[CH2:5]2.C[Si]([N-][Si](C)(C)C)(C)C.[Li+].[C:22]1([CH:28]2[C:32]3[S:33][CH:34]=[CH:35][C:31]=3[C:30](=O)[O:29]2)[CH:27]=[CH:26][CH:25]=[CH:24][CH:23]=1.Cl, predict the reaction product. (2) Given the reactants [C:1]1([CH:7]=[CH:8]C2C=CC=CC=2N)[CH:6]=[CH:5][CH:4]=[CH:3][CH:2]=1.C([N:18]([CH2:21][CH3:22])CC)C.[F:23][CH:24]([F:34])[O:25][C:26]1[CH:30]=[CH:29][S:28][C:27]=1[C:31](Cl)=[O:32].O, predict the reaction product. The product is: [C:1]1([CH:7]=[CH:8][C:27]2([C:31]([NH:18][C:21]3[CH:22]=[CH:3][CH:2]=[CH:1][CH:6]=3)=[O:32])[CH:26]([O:25][CH:24]([F:34])[F:23])[CH:30]=[CH:29][S:28]2)[CH:2]=[CH:3][CH:4]=[CH:5][CH:6]=1. (3) Given the reactants Cl.Cl.[NH2:3][C@@H:4]1[CH2:9][CH2:8][N:7]([CH2:10][C@H:11]2[N:22]3[C:23]4[C:14](=[C:15]([F:25])[CH:16]=[N:17][C:18]=4[CH:19]=[CH:20][C:21]3=[O:24])[O:13][CH2:12]2)[CH2:6][C@@H:5]1[OH:26].[O:27]1[C:36]2[CH:35]=[C:34]([CH:37]=O)[N:33]=[CH:32][C:31]=2[O:30][CH2:29][CH2:28]1, predict the reaction product. The product is: [O:27]1[C:36]2[CH:35]=[C:34]([CH2:37][NH:3][C@@H:4]3[CH2:9][CH2:8][N:7]([CH2:10][C@H:11]4[N:22]5[C:23]6[C:14](=[C:15]([F:25])[CH:16]=[N:17][C:18]=6[CH:19]=[CH:20][C:21]5=[O:24])[O:13][CH2:12]4)[CH2:6][C@@H:5]3[OH:26])[N:33]=[CH:32][C:31]=2[O:30][CH2:29][CH2:28]1. (4) Given the reactants [C:1]([C:3]1[CH:8]=[CH:7][N:6]=[C:5]([N:9]2[C:16]3[C@@H:15]4[CH2:17][C@@H:14]4[CH2:13][C:12]=3[C:11]([C:18]([OH:20])=O)=[N:10]2)[CH:4]=1)#[N:2].[NH2:21][C@@H:22]([CH:25]([CH3:27])[CH3:26])[CH2:23][OH:24].C(N(CC)CC)C.CN(C(ON1N=NC2C=CC=NC1=2)=[N+](C)C)C.F[P-](F)(F)(F)(F)F, predict the reaction product. The product is: [OH:24][CH2:23][C@@H:22]([NH:21][C:18]([C:11]1[C:12]2[CH2:13][C@H:14]3[CH2:17][C@H:15]3[C:16]=2[N:9]([C:5]2[CH:4]=[C:3]([C:1]#[N:2])[CH:8]=[CH:7][N:6]=2)[N:10]=1)=[O:20])[CH:25]([CH3:27])[CH3:26]. (5) Given the reactants Cl[C:2]1[N:7]=[CH:6][N:5]=[C:4]([C:8]([O:10][CH2:11][CH3:12])=[O:9])[C:3]=1[CH3:13].[CH3:14][NH:15][CH3:16].C1COCC1.C(N(C(C)C)CC)(C)C, predict the reaction product. The product is: [CH3:14][N:15]([CH3:16])[C:2]1[N:7]=[CH:6][N:5]=[C:4]([C:8]([O:10][CH2:11][CH3:12])=[O:9])[C:3]=1[CH3:13]. (6) The product is: [O:41]=[S:2]1(=[O:1])[CH2:7][CH2:6][CH:5]([C:8]2[CH:13]=[CH:12][C:11]([C:14]3[C:15]4[CH:22]=[C:21]([CH2:23][O:24][C:25]5[CH:26]=[CH:27][C:28]([C@@H:31]([C:37]#[C:38][CH3:39])[CH2:32][C:33]([OH:35])=[O:34])=[CH:29][CH:30]=5)[CH:20]=[CH:19][C:16]=4[S:17][CH:18]=3)=[C:10]([CH3:40])[CH:9]=2)[CH2:4][CH2:3]1. Given the reactants [O:1]=[S:2]1(=[O:41])[CH2:7][CH2:6][CH:5]([C:8]2[CH:13]=[CH:12][C:11]([C:14]3[C:15]4[CH:22]=[C:21]([CH2:23][O:24][C:25]5[CH:30]=[CH:29][C:28]([C@@H:31]([C:37]#[C:38][CH3:39])[CH2:32][C:33]([O:35]C)=[O:34])=[CH:27][CH:26]=5)[CH:20]=[CH:19][C:16]=4[S:17][CH:18]=3)=[C:10]([CH3:40])[CH:9]=2)[CH2:4][CH2:3]1.[OH-].[Na+].C(O)(=O)CC(CC(O)=O)(C(O)=O)O, predict the reaction product.